From a dataset of NCI-60 drug combinations with 297,098 pairs across 59 cell lines. Regression. Given two drug SMILES strings and cell line genomic features, predict the synergy score measuring deviation from expected non-interaction effect. (1) Drug 1: C1=CC(=C2C(=C1NCCNCCO)C(=O)C3=C(C=CC(=C3C2=O)O)O)NCCNCCO. Drug 2: CC1C(C(CC(O1)OC2CC(OC(C2O)C)OC3=CC4=CC5=C(C(=O)C(C(C5)C(C(=O)C(C(C)O)O)OC)OC6CC(C(C(O6)C)O)OC7CC(C(C(O7)C)O)OC8CC(C(C(O8)C)O)(C)O)C(=C4C(=C3C)O)O)O)O. Cell line: U251. Synergy scores: CSS=48.3, Synergy_ZIP=2.53, Synergy_Bliss=2.43, Synergy_Loewe=-14.9, Synergy_HSA=3.03. (2) Drug 1: C1CCN(CC1)CCOC2=CC=C(C=C2)C(=O)C3=C(SC4=C3C=CC(=C4)O)C5=CC=C(C=C5)O. Drug 2: B(C(CC(C)C)NC(=O)C(CC1=CC=CC=C1)NC(=O)C2=NC=CN=C2)(O)O. Cell line: HS 578T. Synergy scores: CSS=-0.347, Synergy_ZIP=2.64, Synergy_Bliss=6.37, Synergy_Loewe=-0.621, Synergy_HSA=0.400. (3) Drug 1: CC=C1C(=O)NC(C(=O)OC2CC(=O)NC(C(=O)NC(CSSCCC=C2)C(=O)N1)C(C)C)C(C)C. Drug 2: C1=NC2=C(N1)C(=S)N=CN2. Cell line: MCF7. Synergy scores: CSS=31.1, Synergy_ZIP=1.19, Synergy_Bliss=-2.52, Synergy_Loewe=-7.05, Synergy_HSA=-6.88. (4) Cell line: SF-539. Synergy scores: CSS=53.4, Synergy_ZIP=-5.97, Synergy_Bliss=-4.73, Synergy_Loewe=-0.761, Synergy_HSA=1.07. Drug 2: C1=C(C(=O)NC(=O)N1)N(CCCl)CCCl. Drug 1: C1=CC(=CC=C1CCC2=CNC3=C2C(=O)NC(=N3)N)C(=O)NC(CCC(=O)O)C(=O)O. (5) Drug 1: C1=CC(=CC=C1CCCC(=O)O)N(CCCl)CCCl. Drug 2: CC12CCC3C(C1CCC2O)C(CC4=C3C=CC(=C4)O)CCCCCCCCCS(=O)CCCC(C(F)(F)F)(F)F. Cell line: SF-268. Synergy scores: CSS=34.7, Synergy_ZIP=-6.98, Synergy_Bliss=-5.23, Synergy_Loewe=-5.93, Synergy_HSA=-5.86. (6) Drug 1: CN(CCCl)CCCl.Cl. Drug 2: C1CN(P(=O)(OC1)NCCCl)CCCl. Cell line: PC-3. Synergy scores: CSS=16.7, Synergy_ZIP=-6.16, Synergy_Bliss=-3.83, Synergy_Loewe=-17.2, Synergy_HSA=-2.77. (7) Drug 1: CC1CCC2CC(C(=CC=CC=CC(CC(C(=O)C(C(C(=CC(C(=O)CC(OC(=O)C3CCCCN3C(=O)C(=O)C1(O2)O)C(C)CC4CCC(C(C4)OC)O)C)C)O)OC)C)C)C)OC. Drug 2: CC1=C2C(C(=O)C3(C(CC4C(C3C(C(C2(C)C)(CC1OC(=O)C(C(C5=CC=CC=C5)NC(=O)C6=CC=CC=C6)O)O)OC(=O)C7=CC=CC=C7)(CO4)OC(=O)C)O)C)OC(=O)C. Cell line: NCIH23. Synergy scores: CSS=64.6, Synergy_ZIP=0.728, Synergy_Bliss=-1.53, Synergy_Loewe=-2.23, Synergy_HSA=2.66. (8) Drug 1: CC1=C(C=C(C=C1)NC(=O)C2=CC=C(C=C2)CN3CCN(CC3)C)NC4=NC=CC(=N4)C5=CN=CC=C5. Drug 2: CC1CCCC2(C(O2)CC(NC(=O)CC(C(C(=O)C(C1O)C)(C)C)O)C(=CC3=CSC(=N3)C)C)C. Cell line: SK-OV-3. Synergy scores: CSS=49.2, Synergy_ZIP=8.65, Synergy_Bliss=8.64, Synergy_Loewe=-16.7, Synergy_HSA=9.52. (9) Drug 1: CC1C(C(=O)NC(C(=O)N2CCCC2C(=O)N(CC(=O)N(C(C(=O)O1)C(C)C)C)C)C(C)C)NC(=O)C3=C4C(=C(C=C3)C)OC5=C(C(=O)C(=C(C5=N4)C(=O)NC6C(OC(=O)C(N(C(=O)CN(C(=O)C7CCCN7C(=O)C(NC6=O)C(C)C)C)C)C(C)C)C)N)C. Drug 2: C(CN)CNCCSP(=O)(O)O. Cell line: SF-268. Synergy scores: CSS=10.3, Synergy_ZIP=-2.58, Synergy_Bliss=-0.836, Synergy_Loewe=-21.2, Synergy_HSA=-1.81.